From a dataset of Forward reaction prediction with 1.9M reactions from USPTO patents (1976-2016). Predict the product of the given reaction. (1) Given the reactants C(O[C:4]([C:6]1[CH:11]=[C:10]([C:12]#[N:13])[CH:9]=[C:8]([CH3:14])[N:7]=1)=[O:5])C.[NH2:15][C:16]1[CH:21]=[CH:20][C:19]([F:22])=[CH:18][N:17]=1, predict the reaction product. The product is: [F:22][C:19]1[CH:20]=[CH:21][C:16]([NH:15][C:4]([C:6]2[CH:11]=[C:10]([C:12]#[N:13])[CH:9]=[C:8]([CH3:14])[N:7]=2)=[O:5])=[N:17][CH:18]=1. (2) Given the reactants [CH3:1][O:2][C:3](=[O:31])[CH:4]([C:16]1[CH:21]=[CH:20][C:19]([O:22][C:23]2[CH:28]=[CH:27][C:26]([CH:29]=O)=[CH:25][CH:24]=2)=[CH:18][CH:17]=1)[CH2:5][C:6]1[CH:11]=[C:10]([O:12][CH3:13])[CH:9]=[C:8]([O:14][CH3:15])[CH:7]=1.[S:32]1[CH2:36][C:35](=[O:37])[NH:34][C:33]1=[O:38].C(O)(=O)C1C=CC=CC=1.N1CCCCC1, predict the reaction product. The product is: [CH3:1][O:2][C:3](=[O:31])[CH:4]([C:16]1[CH:21]=[CH:20][C:19]([O:22][C:23]2[CH:28]=[CH:27][C:26]([CH:29]=[C:36]3[S:32][C:33](=[O:38])[NH:34][C:35]3=[O:37])=[CH:25][CH:24]=2)=[CH:18][CH:17]=1)[CH2:5][C:6]1[CH:11]=[C:10]([O:12][CH3:13])[CH:9]=[C:8]([O:14][CH3:15])[CH:7]=1. (3) Given the reactants [CH3:1][O:2][C:3](=[O:17])[CH2:4][CH2:5][CH2:6][CH2:7][CH2:8][S:9][C:10]1[CH:15]=[CH:14][C:13]([Cl:16])=[CH:12][CH:11]=1.I([O-])(=O)(=O)=[O:19].[Na+], predict the reaction product. The product is: [CH3:1][O:2][C:3](=[O:17])[CH2:4][CH2:5][CH2:6][CH2:7][CH2:8][S:9]([C:10]1[CH:15]=[CH:14][C:13]([Cl:16])=[CH:12][CH:11]=1)=[O:19]. (4) Given the reactants Br[CH2:2][C:3]([C:5]1[CH:10]=[CH:9][CH:8]=[CH:7][CH:6]=1)=O.C([O-])(O)=O.[Na+].[C:16]([C:18]1[CH:19]=[N:20][C:21]([NH2:25])=[CH:22][C:23]=1[NH2:24])#[N:17].O, predict the reaction product. The product is: [NH2:24][C:23]1[C:18]([C:16]#[N:17])=[CH:19][N:20]2[CH:2]=[C:3]([C:5]3[CH:10]=[CH:9][CH:8]=[CH:7][CH:6]=3)[N:25]=[C:21]2[CH:22]=1. (5) Given the reactants [CH3:1][O:2][C:3]1[C:12](B(O)O)=[CH:11][C:10]2[C:5](=[CH:6][CH:7]=[CH:8][CH:9]=2)[N:4]=1.P([O-])([O-])([O-])=O.[K+].[K+].[K+].Cl.Cl.Br[C:27]1[CH:28]=[C:29]2[C:33](=[CH:34][CH:35]=1)[NH:32][N:31]=[C:30]2[C:36]1[N:41]=[C:40]([N:42]2[CH2:47][CH2:46][CH:45]([NH2:48])[CH2:44][CH2:43]2)[CH:39]=[N:38][CH:37]=1, predict the reaction product. The product is: [CH3:1][O:2][C:3]1[C:12]([C:27]2[CH:28]=[C:29]3[C:33](=[CH:34][CH:35]=2)[NH:32][N:31]=[C:30]3[C:36]2[N:41]=[C:40]([N:42]3[CH2:43][CH2:44][CH:45]([NH2:48])[CH2:46][CH2:47]3)[CH:39]=[N:38][CH:37]=2)=[CH:11][C:10]2[C:5](=[CH:6][CH:7]=[CH:8][CH:9]=2)[N:4]=1. (6) Given the reactants [CH3:1][N:2]([CH3:31])[C:3]1[CH:4]=[C:5]([C:9]2[C:10]3[N:11]([N:15]=[C:16]([NH:18][C:19]4[CH:24]=[CH:23][C:22]([CH:25]5[CH2:30][CH2:29][NH:28][CH2:27][CH2:26]5)=[CH:21][CH:20]=4)[N:17]=3)[CH:12]=[CH:13][CH:14]=2)[CH:6]=[CH:7][CH:8]=1.Cl[CH2:33][C:34]([N:36]([CH3:38])[CH3:37])=[O:35], predict the reaction product. The product is: [CH3:1][N:2]([CH3:31])[C:3]1[CH:4]=[C:5]([C:9]2[C:10]3[N:11]([N:15]=[C:16]([NH:18][C:19]4[CH:24]=[CH:23][C:22]([CH:25]5[CH2:30][CH2:29][N:28]([CH2:33][C:34]([N:36]([CH3:38])[CH3:37])=[O:35])[CH2:27][CH2:26]5)=[CH:21][CH:20]=4)[N:17]=3)[CH:12]=[CH:13][CH:14]=2)[CH:6]=[CH:7][CH:8]=1. (7) Given the reactants [Br:1][C:2]1[CH:3]=[CH:4][C:5]([OH:11])=[C:6]([C:8](=[O:10])[CH3:9])[CH:7]=1.[C:12]1(=O)[CH2:16][CH2:15][CH2:14][CH2:13]1.N1CCCC1.Cl, predict the reaction product. The product is: [Br:1][C:2]1[CH:7]=[C:6]2[C:5](=[CH:4][CH:3]=1)[O:11][C:12]1([CH2:16][CH2:15][CH2:14][CH2:13]1)[CH2:9][C:8]2=[O:10]. (8) Given the reactants [C:1]([O:5][C:6](=[O:15])[NH:7][CH2:8][C:9]1[S:10][CH:11]=[C:12](Br)[CH:13]=1)([CH3:4])([CH3:3])[CH3:2].C[Li].C([Li])CCC.[CH2:23]([Sn:27](Cl)([CH2:32][CH2:33][CH2:34][CH3:35])[CH2:28][CH2:29][CH2:30][CH3:31])[CH2:24][CH2:25][CH3:26], predict the reaction product. The product is: [CH2:32]([Sn:27]([CH2:23][CH2:24][CH2:25][CH3:26])([CH2:28][CH2:29][CH2:30][CH3:31])[C:12]1[CH:13]=[C:9]([CH2:8][NH:7][C:6](=[O:15])[O:5][C:1]([CH3:4])([CH3:3])[CH3:2])[S:10][CH:11]=1)[CH2:33][CH2:34][CH3:35]. (9) The product is: [C:7]([S:8][CH2:33][CH2:34][CH2:35][CH2:36][CH2:37][CH2:38][C:39]1[CH:49]=[CH:48][CH:47]=[C:41]2[C:42]([NH:44][C:45](=[O:46])[C:40]=12)=[O:43])([C:1]1[CH:2]=[CH:3][CH:4]=[CH:5][CH:6]=1)([C:9]1[CH:10]=[CH:11][CH:12]=[CH:13][CH:14]=1)[C:15]1[CH:16]=[CH:17][CH:18]=[CH:19][CH:20]=1. Given the reactants [C:1]1([C:7]([C:15]2[CH:20]=[CH:19][CH:18]=[CH:17][CH:16]=2)([C:9]2[CH:14]=[CH:13][CH:12]=[CH:11][CH:10]=2)[SH:8])[CH:6]=[CH:5][CH:4]=[CH:3][CH:2]=1.C1CCN2C(=NCCC2)CC1.Br[CH2:33][CH2:34][CH2:35][CH2:36][CH2:37][CH2:38][C:39]1[CH:49]=[CH:48][CH:47]=[C:41]2[C:42]([NH:44][C:45](=[O:46])[C:40]=12)=[O:43], predict the reaction product. (10) Given the reactants [F:1][C:2]1[CH:3]=[C:4]([S:12]([CH:15]2[CH2:24][CH2:23][C:18]3([O:22][CH2:21][CH2:20][O:19]3)[CH2:17][CH2:16]2)(=[O:14])=[O:13])[CH:5]=[C:6]([C:8]([F:11])([F:10])[F:9])[CH:7]=1.[Li]CCCC.C1C=CC(S(N(S(C2C=CC=CC=2)(=O)=O)[F:40])(=O)=O)=CC=1.CCOC(C)=O, predict the reaction product. The product is: [F:40][C:15]1([S:12]([C:4]2[CH:5]=[C:6]([C:8]([F:11])([F:9])[F:10])[CH:7]=[C:2]([F:1])[CH:3]=2)(=[O:14])=[O:13])[CH2:24][CH2:23][C:18]2([O:19][CH2:20][CH2:21][O:22]2)[CH2:17][CH2:16]1.